This data is from Forward reaction prediction with 1.9M reactions from USPTO patents (1976-2016). The task is: Predict the product of the given reaction. (1) Given the reactants [CH3:1][O:2][C:3]1[CH:4]=[CH:5][C:6]2[N:10]=[C:9]([CH2:11][O:12][C:13]3[CH:18]=[CH:17][C:16]([CH2:19][CH:20]([CH3:24])[C:21](O)=[S:22])=[CH:15][CH:14]=3)[N:8]([CH3:25])[C:7]=2[CH:26]=1.O1CCCC1.ClC(OCC)=O.[NH3:38], predict the reaction product. The product is: [CH3:1][O:2][C:3]1[CH:4]=[CH:5][C:6]2[N:10]=[C:9]([CH2:11][O:12][C:13]3[CH:14]=[CH:15][C:16]([CH2:19][CH:20]([CH3:24])[C:21]([NH2:38])=[S:22])=[CH:17][CH:18]=3)[N:8]([CH3:25])[C:7]=2[CH:26]=1. (2) The product is: [CH2:24]([O:23][C:21](=[O:22])[CH2:20][NH:18][C:4]1[CH:3]=[C:2]([Cl:1])[C:7]([O:8][C:9]2[CH:10]=[CH:11][C:12]([O:15][CH3:16])=[CH:13][CH:14]=2)=[C:6]([Cl:17])[CH:5]=1)[CH3:25]. Given the reactants [Cl:1][C:2]1[CH:3]=[C:4]([NH2:18])[CH:5]=[C:6]([Cl:17])[C:7]=1[O:8][C:9]1[CH:14]=[CH:13][C:12]([O:15][CH3:16])=[CH:11][CH:10]=1.Br[CH2:20][C:21]([O:23][CH2:24][CH3:25])=[O:22].C(N(C(C)C)CC)(C)C, predict the reaction product. (3) Given the reactants [C:1]([OH:10])(=[O:9])/[CH:2]=[CH:3]/[CH:4]=[CH:5]/[C:6]([OH:8])=[O:7].II, predict the reaction product. The product is: [C:1]([OH:10])(=[O:9])/[CH:2]=[CH:3]\[CH:4]=[CH:5]\[C:6]([OH:8])=[O:7]. (4) The product is: [CH3:1][C:2]1[CH:11]([C:19](=[O:21])[CH3:20])[CH2:10][CH:9]2[CH:4]([CH:3]=1)[CH:5]1[CH2:12][CH:8]2[CH2:7][CH2:6]1. Given the reactants [CH3:1][C:2]1[CH2:3][CH:4]2[CH:9]([CH2:10][CH:11]=1)[CH:8]1[CH2:12][CH:5]2[CH2:6][CH2:7]1.[NH4+].[OH-].C(O[C:19](=[O:21])[CH3:20])(=O)C, predict the reaction product.